Task: Predict the reactants needed to synthesize the given product.. Dataset: Full USPTO retrosynthesis dataset with 1.9M reactions from patents (1976-2016) (1) Given the product [Br:1][C:2]1[CH:3]=[C:4]2[CH:10]=[CH:9][N:8]([CH3:14])[C:5]2=[N:6][CH:7]=1, predict the reactants needed to synthesize it. The reactants are: [Br:1][C:2]1[CH:3]=[C:4]2[CH:10]=[CH:9][NH:8][C:5]2=[N:6][CH:7]=1.[H-].[Na+].I[CH3:14]. (2) Given the product [Br:16][C:12]1[CH:13]=[C:8]([CH:5]2[CH2:6][CH2:7][S:2](=[O:15])(=[O:1])[CH2:3][CH2:4]2)[CH:9]=[CH:10][C:11]=1[NH2:14], predict the reactants needed to synthesize it. The reactants are: [O:1]=[S:2]1(=[O:15])[CH2:7][CH2:6][CH:5]([C:8]2[CH:13]=[CH:12][C:11]([NH2:14])=[CH:10][CH:9]=2)[CH2:4][CH2:3]1.[Br:16]N1C(=O)CCC1=O.CCOC(C)=O. (3) Given the product [OH:10][CH2:11][C:12]1[CH:20]=[C:19]([CH:18]=[C:14]([C:15](=[O:17])[N:2]([CH3:1])[CH2:3][C:4]2[S:5][CH:6]=[C:7]([CH3:9])[N:8]=2)[CH:13]=1)[C:21]([O:23][CH3:24])=[O:22], predict the reactants needed to synthesize it. The reactants are: [CH3:1][NH:2][CH2:3][C:4]1[S:5][CH:6]=[C:7]([CH3:9])[N:8]=1.[OH:10][CH2:11][C:12]1[CH:13]=[C:14]([CH:18]=[C:19]([C:21]([O:23][CH3:24])=[O:22])[CH:20]=1)[C:15]([OH:17])=O.C1C=CC2N(O)N=NC=2C=1.CCN=C=NCCCN(C)C. (4) The reactants are: [CH2:1]([O:8][C:9]([C:11]1[NH:12][C:13]([CH:16]=[O:17])=[CH:14][CH:15]=1)=[O:10])[C:2]1[CH:7]=[CH:6][CH:5]=[CH:4][CH:3]=1.[CH2:18](OC(C1NC(C(O)=O)=CC=1)=O)C1C=CC=CC=1.C(=O)([O-])[O-].[Cs+].[Cs+].CI. Given the product [CH:16]([C:13]1[N:12]([CH3:18])[C:11]([C:9]([O:8][CH2:1][C:2]2[CH:7]=[CH:6][CH:5]=[CH:4][CH:3]=2)=[O:10])=[CH:15][CH:14]=1)=[O:17], predict the reactants needed to synthesize it. (5) The reactants are: [Br:1][C:2]1[CH:10]=[CH:9][C:8]([O:11][CH2:12][C:13]2[CH:18]=[CH:17][C:16]([F:19])=[CH:15][CH:14]=2)=[CH:7][C:3]=1[C:4]([OH:6])=O.C(Cl)(=O)C(Cl)=O.CN(C=O)C.[CH3:31][N:32]([CH3:40])[CH:33]=[CH:34][C:35]([O:37][CH2:38][CH3:39])=[O:36]. Given the product [Br:1][C:2]1[CH:10]=[CH:9][C:8]([O:11][CH2:12][C:13]2[CH:18]=[CH:17][C:16]([F:19])=[CH:15][CH:14]=2)=[CH:7][C:3]=1[C:4]([C:34](=[CH:33][N:32]([CH3:40])[CH3:31])[C:35]([O:37][CH2:38][CH3:39])=[O:36])=[O:6], predict the reactants needed to synthesize it. (6) Given the product [CH3:1][C:2]1[N:7]=[C:6]([NH:8][C:9]2[C:14]([CH3:15])=[CH:13][C:12]([CH3:16])=[CH:11][C:10]=2[CH3:17])[C:5]([S:18]([C:21]2[CH:26]=[CH:25][C:24]([C:40]#[N:41])=[CH:23][CH:22]=2)(=[O:20])=[O:19])=[CH:4][N:3]=1, predict the reactants needed to synthesize it. The reactants are: [CH3:1][C:2]1[N:7]=[C:6]([NH:8][C:9]2[C:14]([CH3:15])=[CH:13][C:12]([CH3:16])=[CH:11][C:10]=2[CH3:17])[C:5]([S:18]([C:21]2[CH:26]=[CH:25][C:24](OS(C(F)(F)F)(=O)=O)=[CH:23][CH:22]=2)(=[O:20])=[O:19])=[CH:4][N:3]=1.C([O-])(O)=O.[Na+].[CH3:40][N:41](C=O)C. (7) Given the product [C:6]1([C:7]2[CH:12]=[CH:11][C:10]([NH2:13])=[CH:9][CH:8]=2)[CH:5]=[CH:4][C:3]([NH2:14])=[CH:2][CH:1]=1, predict the reactants needed to synthesize it. The reactants are: [CH:1]1[C:6]([C:7]2[CH:12]=[CH:11][C:10]([NH2:13])=[CH:9][CH:8]=2)=[CH:5][CH:4]=[C:3]([NH2:14])[CH:2]=1.Cl.Cl.N([O-])=O.[Na+].